Dataset: Catalyst prediction with 721,799 reactions and 888 catalyst types from USPTO. Task: Predict which catalyst facilitates the given reaction. (1) Reactant: C1C=CC(P(C2C=CC=CC=2)CCCP(C2C=CC=CC=2)C2C=CC=CC=2)=CC=1.CC(C)([O-])C.[Na+].Br[C:37]1[CH:42]=[CH:41][CH:40]=[CH:39][N:38]=1.[NH2:43][CH2:44][C:45]1[C:55]2[CH2:54][CH2:53][N:52]([C:56]([O:58][C:59]([CH3:62])([CH3:61])[CH3:60])=[O:57])[CH2:51][CH2:50][C:49]=2[CH:48]=[CH:47][C:46]=1[Cl:63]. Product: [C:59]([O:58][C:56]([N:52]1[CH2:53][CH2:54][C:55]2[C:45]([CH2:44][NH:43][C:37]3[CH:42]=[CH:41][CH:40]=[CH:39][N:38]=3)=[C:46]([Cl:63])[CH:47]=[CH:48][C:49]=2[CH2:50][CH2:51]1)=[O:57])([CH3:62])([CH3:60])[CH3:61]. The catalyst class is: 101. (2) Reactant: [Cl:1][C:2]1[CH:7]=[CH:6][C:5]([S:8](Cl)(=[O:10])=[O:9])=[CH:4][C:3]=1[C:12]([F:15])([F:14])[F:13].[Br:16][C:17]1[C:22]([NH2:23])=[CH:21][C:20]([Cl:24])=[CH:19][N:18]=1. Product: [Br:16][C:17]1[C:22]([NH:23][S:8]([C:5]2[CH:6]=[CH:7][C:2]([Cl:1])=[C:3]([C:12]([F:15])([F:14])[F:13])[CH:4]=2)(=[O:10])=[O:9])=[CH:21][C:20]([Cl:24])=[CH:19][N:18]=1. The catalyst class is: 17. (3) Reactant: [O:1]1[CH2:6][CH2:5][CH2:4][CH2:3][CH:2]1[N:7]1[CH:11]=[CH:10][N:9]=[CH:8]1.[Li]CCCC.[CH3:17][C:18]1([CH3:21])[CH2:20][O:19]1.CO. Product: [CH3:17][C:18]([OH:19])([CH3:21])[CH2:20][C:8]1[N:7]([CH:2]2[CH2:3][CH2:4][CH2:5][CH2:6][O:1]2)[CH:11]=[CH:10][N:9]=1. The catalyst class is: 1. (4) Product: [ClH:33].[C:27]1([S:24]([C:23]2[C:19]3[CH:18]=[CH:17][CH:16]=[C:15]([N:12]4[CH2:13][CH2:14][NH:9][CH2:10][CH2:11]4)[C:20]=3[O:21][CH:22]=2)(=[O:26])=[O:25])[CH:28]=[CH:29][CH:30]=[CH:31][CH:32]=1. The catalyst class is: 26. Reactant: FC(F)(F)C(O)=O.C[N:9]1[CH2:14][CH2:13][N:12]([C:15]2[C:20]3[O:21][CH:22]=[C:23]([S:24]([C:27]4[CH:32]=[CH:31][CH:30]=[CH:29][CH:28]=4)(=[O:26])=[O:25])[C:19]=3[CH:18]=[CH:17][CH:16]=2)[CH2:11][CH2:10]1.[Cl:33]C(OC(Cl)C)=O.C(N(CC)C(C)C)(C)C.